This data is from NCI-60 drug combinations with 297,098 pairs across 59 cell lines. The task is: Regression. Given two drug SMILES strings and cell line genomic features, predict the synergy score measuring deviation from expected non-interaction effect. Cell line: COLO 205. Synergy scores: CSS=-16.9, Synergy_ZIP=9.89, Synergy_Bliss=2.01, Synergy_Loewe=-8.15, Synergy_HSA=-11.0. Drug 2: CC1=C(C(CCC1)(C)C)C=CC(=CC=CC(=CC(=O)O)C)C. Drug 1: CC1=C(C=C(C=C1)NC2=NC=CC(=N2)N(C)C3=CC4=NN(C(=C4C=C3)C)C)S(=O)(=O)N.Cl.